From a dataset of Catalyst prediction with 721,799 reactions and 888 catalyst types from USPTO. Predict which catalyst facilitates the given reaction. (1) Reactant: C(NC(C)C)(C)C.[Li]CCCC.[Br:13][C:14]1[CH:19]=[CH:18][C:17]([F:20])=[C:16]([CH3:21])[CH:15]=1.CN([CH:25]=[O:26])C. Product: [Br:13][C:14]1[CH:15]=[C:16]([CH3:21])[C:17]([F:20])=[C:18]([CH:19]=1)[CH:25]=[O:26]. The catalyst class is: 1. (2) Reactant: [O:1]=[C:2]1[CH:6]([NH:7][C:8](=[O:19])[CH2:9][CH2:10][CH2:11][CH2:12][CH2:13][CH2:14][CH2:15][CH2:16][CH:17]=[CH2:18])[CH2:5][CH2:4][S:3]1.[Li+].[Br-]. Product: [SH:3][CH2:4][CH2:5][CH:6]([NH:7][C:8](=[O:19])[CH2:9][CH2:10][CH2:11][CH2:12][CH2:13][CH2:14][CH2:15][CH2:16][CH:17]=[CH2:18])[C:2]([NH:7][CH2:8][CH2:9][CH2:10][CH2:11][CH2:12][CH2:13][CH2:14][CH3:15])=[O:1]. The catalyst class is: 1. (3) Reactant: Cl.C(OC([N:9]1[CH:13]([CH3:14])[C:12]2[CH:15]=[C:16]([C:18]3[C:27]([CH3:28])=[C:26]4[C:21]([C:22](=[O:33])[NH:23][C:24](=[O:32])[N:25]4[CH:29]4[CH2:31][CH2:30]4)=[CH:20][C:19]=3[F:34])[S:17][C:11]=2[CH2:10]1)=O)(C)(C)C.[Cl:35]CCl. Product: [ClH:35].[CH:29]1([N:25]2[C:26]3[C:21](=[CH:20][C:19]([F:34])=[C:18]([C:16]4[S:17][C:11]5[CH2:10][NH:9][CH:13]([CH3:14])[C:12]=5[CH:15]=4)[C:27]=3[CH3:28])[C:22](=[O:33])[NH:23][C:24]2=[O:32])[CH2:31][CH2:30]1. The catalyst class is: 27. (4) Reactant: [OH:1][C@@H:2]1[C@@H:10]([CH2:11][OH:12])[O:9][C@H:8]2[C@H:4]([N:5]=[C:6]([N:13]([CH2:21][CH2:22][CH3:23])[C:14](=[O:20])[O:15][C:16]([CH3:19])([CH3:18])[CH3:17])[S:7]2)[C@H:3]1[OH:24].C(N(CC)CC)C.[C:32]([Si:36](Cl)([CH3:38])[CH3:37])([CH3:35])([CH3:34])[CH3:33]. Product: [Si:36]([O:12][CH2:11][C@H:10]1[O:9][C@H:8]2[C@H:4]([N:5]=[C:6]([N:13]([CH2:21][CH2:22][CH3:23])[C:14](=[O:20])[O:15][C:16]([CH3:19])([CH3:17])[CH3:18])[S:7]2)[C@@H:3]([OH:24])[C@@H:2]1[OH:1])([C:32]([CH3:35])([CH3:34])[CH3:33])([CH3:38])[CH3:37]. The catalyst class is: 166. (5) Reactant: [C:12]([O:11][C:9](O[C:9]([O:11][C:12]([CH3:15])([CH3:14])[CH3:13])=[O:10])=[O:10])([CH3:15])([CH3:14])[CH3:13].[F:16][C:17]([F:34])([F:33])[C:18]([N:20]1[C:25]2([CH2:30][CH2:29][C:28](=[O:31])[CH2:27][CH2:26]2)[C:24](=[O:32])[NH:23][CH2:22][CH2:21]1)=[O:19].CN(C1C=CC=CN=1)C.O. Product: [O:32]=[C:24]1[C:25]2([CH2:26][CH2:27][C:28](=[O:31])[CH2:29][CH2:30]2)[N:20]([C:18](=[O:19])[C:17]([F:34])([F:16])[F:33])[CH2:21][CH2:22][N:23]1[C:9]([O:11][C:12]([CH3:13])([CH3:14])[CH3:15])=[O:10]. The catalyst class is: 10. (6) The catalyst class is: 5. Product: [C:40]([C:36]1[CH:35]=[C:34]([CH:39]=[CH:38][CH:37]=1)[CH2:33][C:31]1[CH:32]=[C:28]([C:26]([C:25]2[C:20]([NH:19][C@H:5]3[CH2:6][C@H:7]([O:8][Si:9]([CH:13]([CH3:14])[CH3:15])([CH:16]([CH3:18])[CH3:17])[CH:10]([CH3:11])[CH3:12])[C@@H:3]([CH2:2][OH:1])[CH2:4]3)=[N:21][CH:22]=[N:23][CH:24]=2)=[O:27])[S:29][CH:30]=1)#[CH:41]. Reactant: [OH:1][CH2:2][C@@H:3]1[C@@H:7]([O:8][Si:9]([CH:16]([CH3:18])[CH3:17])([CH:13]([CH3:15])[CH3:14])[CH:10]([CH3:12])[CH3:11])[CH2:6][C@H:5]([NH:19][C:20]2[C:25]([C:26]([C:28]3[S:29][CH:30]=[C:31]([CH2:33][C:34]4[CH:39]=[CH:38][CH:37]=[C:36]([C:40]#[C:41][Si](C)(C)C)[CH:35]=4)[CH:32]=3)=[O:27])=[CH:24][N:23]=[CH:22][N:21]=2)[CH2:4]1.C([O-])([O-])=O.[K+].[K+]. (7) Reactant: [N:1]([C:4]1[C:5]2[N:6]([C:20]([N:23]3[CH2:28][CH2:27][O:26][CH2:25][CH2:24]3)=[CH:21][N:22]=2)[CH:7]=[C:8]([C:12]2[CH:17]=[CH:16][C:15]([Cl:18])=[CH:14][C:13]=2[Cl:19])[C:9]=1[C:10]#[N:11])=[N+]=[N-].C1(P(C2C=CC=CC=2)C2C=CC=CC=2)C=CC=CC=1.Cl. Product: [NH2:1][C:4]1[C:5]2[N:6]([C:20]([N:23]3[CH2:24][CH2:25][O:26][CH2:27][CH2:28]3)=[CH:21][N:22]=2)[CH:7]=[C:8]([C:12]2[CH:17]=[CH:16][C:15]([Cl:18])=[CH:14][C:13]=2[Cl:19])[C:9]=1[C:10]#[N:11]. The catalyst class is: 24. (8) The catalyst class is: 23. Reactant: [C:1]([N:8]1[CH2:13][CH2:12][N:11]([C:14]2[CH:19]=[CH:18][CH:17]=[CH:16][C:15]=2[CH2:20]N)[CH2:10][CH2:9]1)([O:3][C:4]([CH3:7])([CH3:6])[CH3:5])=[O:2].[CH2:22]=O.[C:24]([BH3-])#[N:25].[Na+]. Product: [C:1]([N:8]1[CH2:13][CH2:12][N:11]([C:14]2[CH:19]=[CH:18][CH:17]=[CH:16][C:15]=2[CH2:20][N:25]([CH3:24])[CH3:22])[CH2:10][CH2:9]1)([O:3][C:4]([CH3:7])([CH3:6])[CH3:5])=[O:2].